Dataset: Full USPTO retrosynthesis dataset with 1.9M reactions from patents (1976-2016). Task: Predict the reactants needed to synthesize the given product. (1) Given the product [CH2:1]([O:3][C:4](=[O:41])[CH2:5][CH2:6][CH2:7][O:8][C:9]1[CH:14]=[CH:13][CH:12]=[C:11]([CH2:15][CH2:16][CH2:17][CH2:18][CH2:19][CH2:20][O:21][C:22]2[CH:23]=[C:24]([C:46]3[CH:45]=[CH:44][C:43]([F:42])=[C:48]([F:49])[CH:47]=3)[CH:25]=[C:26]([S:28]([CH2:31][CH3:32])(=[O:30])=[O:29])[CH:27]=2)[C:10]=1[CH2:34][CH2:35][C:36]([O:38][CH2:39][CH3:40])=[O:37])[CH3:2], predict the reactants needed to synthesize it. The reactants are: [CH2:1]([O:3][C:4](=[O:41])[CH2:5][CH2:6][CH2:7][O:8][C:9]1[CH:14]=[CH:13][CH:12]=[C:11]([CH2:15][CH2:16][CH2:17][CH2:18][CH2:19][CH2:20][O:21][C:22]2[CH:27]=[C:26]([S:28]([CH2:31][CH3:32])(=[O:30])=[O:29])[CH:25]=[C:24](Br)[CH:23]=2)[C:10]=1[CH2:34][CH2:35][C:36]([O:38][CH2:39][CH3:40])=[O:37])[CH3:2].[F:42][C:43]1[CH:44]=[C:45](B(O)O)[CH:46]=[CH:47][C:48]=1[F:49].C(=O)([O-])[O-].[Cs+].[Cs+]. (2) Given the product [F:16][C:17]1[CH:18]=[C:19]([CH:22]=[CH:23][C:24]=1[N:10]1[C:11]([CH3:12])=[C:7]([CH2:6][C:5]2[CH:14]=[CH:15][C:2]([F:1])=[CH:3][CH:4]=2)[C:8]([CH3:13])=[N:9]1)[C:20]#[N:21], predict the reactants needed to synthesize it. The reactants are: [F:1][C:2]1[CH:15]=[CH:14][C:5]([CH2:6][C:7]2[C:8]([CH3:13])=[N:9][NH:10][C:11]=2[CH3:12])=[CH:4][CH:3]=1.[F:16][C:17]1[CH:18]=[C:19]([CH:22]=[CH:23][C:24]=1F)[C:20]#[N:21]. (3) The reactants are: [Br:1][C:2]1[C:7]([CH3:8])=[CH:6][CH:5]=[CH:4][C:3]=1[CH3:9].Cl[CH:11](Cl)[O:12]C.O. Given the product [Br:1][C:2]1[C:7]([CH3:8])=[C:6]([CH:5]=[CH:4][C:3]=1[CH3:9])[CH:11]=[O:12], predict the reactants needed to synthesize it. (4) Given the product [CH3:28][N:27]([CH3:29])[C:25](=[N:23][C:21]([C:20]1[CH:19]=[N:18][N:14]2[C:15](=[O:17])[CH:16]=[C:11]([C:7]3[CH:6]=[C:5]4[C:10](=[CH:9][CH:8]=3)[N:2]([CH3:1])[N:3]=[CH:4]4)[NH:12][C:13]=12)=[O:22])[CH3:24], predict the reactants needed to synthesize it. The reactants are: [CH3:1][N:2]1[C:10]2[C:5](=[CH:6][C:7]([C:11]3[NH:12][C:13]4[N:14]([N:18]=[CH:19][C:20]=4[C:21]([NH2:23])=[O:22])[C:15](=[O:17])[CH:16]=3)=[CH:8][CH:9]=2)[CH:4]=[N:3]1.[CH3:24][C:25]([N:27]([CH3:29])[CH3:28])=O.[CH3:24][C:25]([N:27]([CH3:29])[CH3:28])=O. (5) Given the product [F:1][C:2]1[CH:10]=[CH:9][C:5]([C:6]([O:8][CH3:12])=[O:7])=[CH:4][C:3]=1[CH3:11], predict the reactants needed to synthesize it. The reactants are: [F:1][C:2]1[CH:10]=[CH:9][C:5]([C:6]([OH:8])=[O:7])=[CH:4][C:3]=1[CH3:11].[C:12]([O-])([O-])=O.[K+].[K+].IC. (6) Given the product [ClH:17].[ClH:17].[F:1][CH2:2][CH2:3][N:4]1[CH2:9][CH2:8][NH:7][CH2:6][CH2:5]1, predict the reactants needed to synthesize it. The reactants are: [F:1][CH2:2][CH2:3][N:4]1[CH2:9][CH2:8][N:7](C(OC(C)(C)C)=O)[CH2:6][CH2:5]1.[ClH:17].CCOC(C)=O. (7) Given the product [CH3:1][S:2]([C:5]1[CH:6]=[CH:7][C:8]([NH:11][C:12]2[N:20]=[C:19]([N:21]3[CH2:26][CH2:25][CH:24]([N:27]4[CH2:32][CH2:31][O:30][CH2:29][CH2:28]4)[CH2:23][CH2:22]3)[N:18]=[C:17]3[C:13]=2[N:14]=[CH:15][N:16]3[C:33]2[N:65]=[CH:61][S:62][CH:38]=2)=[CH:9][CH:10]=1)(=[O:3])=[O:4], predict the reactants needed to synthesize it. The reactants are: [CH3:1][S:2]([C:5]1[CH:10]=[CH:9][C:8]([NH:11][C:12]2[N:20]=[C:19]([N:21]3[CH2:26][CH2:25][CH:24]([N:27]4[CH2:32][CH2:31][O:30][CH2:29][CH2:28]4)[CH2:23][CH2:22]3)[N:18]=[C:17]3[C:13]=2[N:14]=[CH:15][N:16]3[CH:33]2[CH2:38]CCCO2)=[CH:7][CH:6]=1)(=[O:4])=[O:3].C(O)(C(F)(F)F)=O.P([O-])([O-])([O-])=O.[K+].[K+].[K+].CNCCNC.I[C:61]1[S:62]C=C[N:65]=1. (8) Given the product [Cl:3][C:4]1[CH:5]=[CH:6][C:7]([O:24][CH2:25][C:26]2[CH:31]=[CH:30][C:29]([Cl:32])=[CH:28][C:27]=2[CH2:33][CH3:34])=[C:8]([CH:23]=1)[CH2:9][N:10]1[C:18]2[CH:17]=[CH:16][CH:15]=[C:14]([C:19]([OH:21])=[O:20])[C:13]=2[CH:12]=[CH:11]1, predict the reactants needed to synthesize it. The reactants are: [OH-].[Na+].[Cl:3][C:4]1[CH:5]=[CH:6][C:7]([O:24][CH2:25][C:26]2[CH:31]=[CH:30][C:29]([Cl:32])=[CH:28][C:27]=2[CH2:33][CH3:34])=[C:8]([CH:23]=1)[CH2:9][N:10]1[C:18]2[CH:17]=[CH:16][CH:15]=[C:14]([C:19]([O:21]C)=[O:20])[C:13]=2[CH:12]=[CH:11]1. (9) Given the product [CH2:3]([C:2]1[N:13]=[C:12]2[C:7](=[C:8]3[N:21]=[C:20]([CH3:22])[CH2:19][N:9]3[CH:10]=[CH:11]2)[CH:1]=1)[CH2:4][CH2:5][CH3:6], predict the reactants needed to synthesize it. The reactants are: [C:1]([C:7]1[C:8]2[N:9]([CH:19]=[C:20]([CH3:22])[N:21]=2)[CH:10]=[CH:11][C:12]=1[NH:13]C(=O)OCC)#[C:2][CH2:3][CH2:4][CH2:5][CH3:6].[K+].[Br-]. (10) Given the product [Br:27][C:28]1[CH:29]=[CH:30][C:31]2[N:32]([C:34]([C:15]([N:12]3[CH2:11][CH2:10][CH:9]([C:4]4[CH:5]=[C:6]([F:8])[CH:7]=[C:2]([F:1])[C:3]=4[C:22]([F:24])([F:25])[F:23])[CH2:14][CH2:13]3)=[O:16])=[N:35][N:36]=2)[CH:33]=1, predict the reactants needed to synthesize it. The reactants are: [F:1][C:2]1[C:3]([C:22]([F:25])([F:24])[F:23])=[C:4]([CH:9]2[CH2:14][CH2:13][N:12]([C:15](OC(C)(C)C)=[O:16])[CH2:11][CH2:10]2)[CH:5]=[C:6]([F:8])[CH:7]=1.Cl.[Br:27][C:28]1[CH:29]=[CH:30][C:31]2[N:32]([C:34](C(OCC)=O)=[N:35][N:36]=2)[CH:33]=1.O.[OH-].[Li+].F[P-](F)(F)(F)(F)F.N1(O[P+](N(C)C)(N(C)C)N(C)C)C2C=CC=CC=2N=N1.C(N(CC)C(C)C)(C)C.